This data is from Forward reaction prediction with 1.9M reactions from USPTO patents (1976-2016). The task is: Predict the product of the given reaction. (1) Given the reactants [CH3:1][O:2][C:3]([CH2:5]P(OC)(OC)=O)=[O:4].C(O[K])(C)(C)C.[CH3:18][O:19][C:20]1[C:25]([CH2:26][O:27][CH2:28][O:29][CH3:30])=[C:24]([C:31](=O)[CH2:32][CH3:33])[CH:23]=[C:22]([Si:35]([CH3:38])([CH3:37])[CH3:36])[N:21]=1.[Na+].[Cl-], predict the reaction product. The product is: [CH3:1][O:2][C:3](=[O:4])/[CH:5]=[C:31](/[C:24]1[CH:23]=[C:22]([Si:35]([CH3:36])([CH3:37])[CH3:38])[N:21]=[C:20]([O:19][CH3:18])[C:25]=1[CH2:26][O:27][CH2:28][O:29][CH3:30])\[CH2:32][CH3:33]. (2) Given the reactants [CH3:1][O:2][C:3]1[CH:4]=[C:5]([N:11]2[CH:15]=[C:14]([CH:16]=[O:17])[C:13]([CH3:18])=[N:12]2)[CH:6]=[C:7]([O:9][CH3:10])[CH:8]=1.[CH:19]1([Mg]Br)[CH2:24][CH2:23][CH2:22][CH2:21][CH2:20]1, predict the reaction product. The product is: [CH:19]1([CH:16]([C:14]2[C:13]([CH3:18])=[N:12][N:11]([C:5]3[CH:4]=[C:3]([O:2][CH3:1])[CH:8]=[C:7]([O:9][CH3:10])[CH:6]=3)[CH:15]=2)[OH:17])[CH2:24][CH2:23][CH2:22][CH2:21][CH2:20]1. (3) Given the reactants [H-].[Na+].[OH:3][N:4]=[CH:5][C:6]([O:8][CH2:9][CH3:10])=[O:7].Cl[CH2:12][C:13]1[CH:18]=[CH:17][C:16]([O:19][CH3:20])=[CH:15][CH:14]=1, predict the reaction product. The product is: [CH3:20][O:19][C:16]1[CH:17]=[CH:18][C:13]([CH2:12][O:3][N:4]=[CH:5][C:6]([O:8][CH2:9][CH3:10])=[O:7])=[CH:14][CH:15]=1. (4) Given the reactants [F:1][C:2]1[CH:7]=[CH:6][CH:5]=[CH:4][C:3]=1[N:8]1[CH2:13][CH2:12][N:11]([CH2:14][CH2:15][NH2:16])[CH2:10][CH2:9]1.[C:17]1([N:23]2[C:27]([C:28]3[CH:33]=[CH:32][CH:31]=[CH:30][CH:29]=3)=[CH:26][C:25]([CH:34]=O)=[N:24]2)[CH:22]=[CH:21][CH:20]=[CH:19][CH:18]=1, predict the reaction product. The product is: [C:17]1([N:23]2[C:27]([C:28]3[CH:33]=[CH:32][CH:31]=[CH:30][CH:29]=3)=[CH:26][C:25]([CH2:34][NH:16][CH2:15][CH2:14][N:11]3[CH2:10][CH2:9][N:8]([C:3]4[CH:4]=[CH:5][CH:6]=[CH:7][C:2]=4[F:1])[CH2:13][CH2:12]3)=[N:24]2)[CH:22]=[CH:21][CH:20]=[CH:19][CH:18]=1. (5) Given the reactants [CH2:1]([N:3]([CH2:35][CH3:36])[CH2:4]/[CH:5]=[CH:6]\[C:7]1[CH:12]=[C:11]([F:13])[CH:10]=[CH:9][C:8]=1[S:14]([NH:17][C:18]1[CH:27]=[CH:26][C:25]2[N:24]3[CH:28]=[CH:29][N:30]=[C:23]3[CH2:22][O:21][C:20]=2[C:19]=1[C:31]([O:33]C)=[O:32])(=[O:16])=[O:15])[CH3:2].O.[OH-].[Li+].C(O)=O, predict the reaction product. The product is: [CH2:35]([N:3]([CH2:1][CH3:2])[CH2:4]/[CH:5]=[CH:6]\[C:7]1[CH:12]=[C:11]([F:13])[CH:10]=[CH:9][C:8]=1[S:14]([NH:17][C:18]1[CH:27]=[CH:26][C:25]2[N:24]3[CH:28]=[CH:29][N:30]=[C:23]3[CH2:22][O:21][C:20]=2[C:19]=1[C:31]([OH:33])=[O:32])(=[O:15])=[O:16])[CH3:36]. (6) Given the reactants [CH2:1](OCC=O)CC(CCC=C(C)C)C.[CH3:15][C:16]1([CH3:31])[C:24]2[CH:23]=[C:22]3[O:25][CH2:26][C:27](=[O:30])[CH2:28][O:29][C:21]3=[CH:20][C:19]=2[CH2:18][CH2:17]1, predict the reaction product. The product is: [CH3:31][CH:16]([CH2:15][CH3:1])[CH2:17][CH2:18][C:19]1[CH:24]=[CH:23][C:22]2[O:25][CH2:26][C:27](=[O:30])[CH2:28][O:29][C:21]=2[CH:20]=1. (7) Given the reactants Cl.[Cl:2][C:3]1[CH:8]=[CH:7][C:6]([S:9]([CH:12]([C:21]2[CH:26]=[C:25]([F:27])[CH:24]=[CH:23][C:22]=2[F:28])[C:13]2[N:18]=[CH:17][C:16]([CH2:19][NH2:20])=[CH:15][CH:14]=2)(=[O:11])=[O:10])=[CH:5][CH:4]=1.C(N(CC)CC)C.Cl.C(N=C=NCCCN(C)C)C.[CH3:48][C:49]1[CH:54]=[CH:53][C:52]([S:55]([NH:58][CH2:59][C:60](O)=[O:61])(=[O:57])=[O:56])=[CH:51][CH:50]=1, predict the reaction product. The product is: [Cl:2][C:3]1[CH:8]=[CH:7][C:6]([S:9]([CH:12]([C:21]2[CH:26]=[C:25]([F:27])[CH:24]=[CH:23][C:22]=2[F:28])[C:13]2[N:18]=[CH:17][C:16]([CH2:19][NH:20][C:60](=[O:61])[CH2:59][NH:58][S:55]([C:52]3[CH:53]=[CH:54][C:49]([CH3:48])=[CH:50][CH:51]=3)(=[O:57])=[O:56])=[CH:15][CH:14]=2)(=[O:11])=[O:10])=[CH:5][CH:4]=1.